This data is from Forward reaction prediction with 1.9M reactions from USPTO patents (1976-2016). The task is: Predict the product of the given reaction. (1) Given the reactants C[O:2][C:3](=O)[CH2:4][CH2:5][C:6]1[CH:11]=[CH:10][C:9]([F:12])=[CH:8][C:7]=1[S:13][CH3:14].CC(C[AlH]CC(C)C)C.CO, predict the reaction product. The product is: [F:12][C:9]1[CH:10]=[CH:11][C:6]([CH2:5][CH2:4][CH:3]=[O:2])=[C:7]([S:13][CH3:14])[CH:8]=1. (2) Given the reactants [Br-].[Br-].[Br-].[NH+]1C=CC=CC=1.[NH+]1C=CC=CC=1.[NH+]1C=CC=CC=1.[S:22]1[CH:26]=[CH:25][N:24]=[C:23]1[C:27]1[CH:35]=[CH:34][CH:33]=[C:32]2[C:28]=1[CH:29]=[CH:30][NH:31]2.[OH2:36], predict the reaction product. The product is: [S:22]1[CH:26]=[CH:25][N:24]=[C:23]1[C:27]1[CH:35]=[CH:34][CH:33]=[C:32]2[C:28]=1[CH2:29][C:30](=[O:36])[NH:31]2. (3) The product is: [Cl:6][C:7]1[C:8]([CH2:17][O:18][C:19]2[CH:24]=[CH:23][C:22]([Cl:25])=[C:21]([Cl:26])[CH:20]=2)=[CH:9][C:10]2[O:14][N:13]=[C:12]([NH:15][S:2]([CH3:1])(=[O:4])=[O:3])[C:11]=2[CH:16]=1. Given the reactants [CH3:1][S:2](Cl)(=[O:4])=[O:3].[Cl:6][C:7]1[C:8]([CH2:17][O:18][C:19]2[CH:24]=[CH:23][C:22]([Cl:25])=[C:21]([Cl:26])[CH:20]=2)=[CH:9][C:10]2[O:14][N:13]=[C:12]([NH2:15])[C:11]=2[CH:16]=1, predict the reaction product. (4) Given the reactants [CH2:1]([N:8]1[C:15](=[O:16])[CH2:14][CH:13]2[CH2:17][CH:9]1[CH2:10][CH2:11][C:12]2=O)[C:2]1[CH:7]=[CH:6][CH:5]=[CH:4][CH:3]=1.[CH2:19]([NH2:22])[C:20]#[CH:21], predict the reaction product. The product is: [CH2:1]([N:8]1[C:15](=[O:16])[CH2:14][CH:13]2[CH2:17][CH:9]1[CH2:10][C:11]1[CH:21]=[CH:20][CH:19]=[N:22][C:12]=12)[C:2]1[CH:7]=[CH:6][CH:5]=[CH:4][CH:3]=1. (5) Given the reactants [CH:1]1([C:4]2[CH:8]=[C:7]([NH2:9])[N:6]([CH3:10])[N:5]=2)[CH2:3][CH2:2]1.[Cl:11][C:12]1[CH:19]=[CH:18][C:15]([CH:16]=O)=[C:14]([CH3:20])[CH:13]=1.[SH:21][C:22]([CH3:27])([CH3:26])[C:23](O)=[O:24], predict the reaction product. The product is: [Cl:11][C:12]1[CH:19]=[CH:18][C:15]([CH:16]2[S:21][C:22]([CH3:27])([CH3:26])[C:23](=[O:24])[NH:9][C:7]3[N:6]([CH3:10])[N:5]=[C:4]([CH:1]4[CH2:3][CH2:2]4)[C:8]2=3)=[C:14]([CH3:20])[CH:13]=1. (6) Given the reactants Cl.[NH2:2][CH2:3][CH2:4][CH2:5][C:6]([NH:8][C:9]1[CH:18]=[CH:17][C:16]([Cl:19])=[CH:15][C:10]=1[C:11]([O:13][CH3:14])=[O:12])=[O:7].[O:20]1[CH:24]=[CH:23][C:22]([C:25]2[CH:26]=[C:27]([CH:31]=[CH:32][CH:33]=2)[C:28](O)=[O:29])=[CH:21]1.Cl.C(N=C=NCCCN(C)C)C.ON1C2C=CC=CC=2N=N1, predict the reaction product. The product is: [Cl:19][C:16]1[CH:17]=[CH:18][C:9]([NH:8][C:6](=[O:7])[CH2:5][CH2:4][CH2:3][NH:2][C:28]([C:27]2[CH:31]=[CH:32][CH:33]=[C:25]([C:22]3[CH:23]=[CH:24][O:20][CH:21]=3)[CH:26]=2)=[O:29])=[C:10]([CH:15]=1)[C:11]([O:13][CH3:14])=[O:12].